Dataset: Full USPTO retrosynthesis dataset with 1.9M reactions from patents (1976-2016). Task: Predict the reactants needed to synthesize the given product. (1) The reactants are: [CH:1]([C:3]1[CH:12]=[C:11]2[C:6]([CH:7]=[C:8]([NH:13][C:14](=[O:23])[O:15][CH2:16][C:17]3[CH:22]=[CH:21][CH:20]=[CH:19][CH:18]=3)[CH:9]=[N:10]2)=[N:5][CH:4]=1)=[O:2].CO.[BH4-].[Na+].Cl. Given the product [OH:2][CH2:1][C:3]1[CH:12]=[C:11]2[C:6]([CH:7]=[C:8]([NH:13][C:14](=[O:23])[O:15][CH2:16][C:17]3[CH:22]=[CH:21][CH:20]=[CH:19][CH:18]=3)[CH:9]=[N:10]2)=[N:5][CH:4]=1, predict the reactants needed to synthesize it. (2) Given the product [F:16][C:13]1[CH:14]=[CH:15][C:10]([C:6]2[C:5]3[N:4]([N:3]=[C:2]([NH:33][C:22]4[CH:23]=[CH:24][C:25]([C:26]5[CH:31]=[CH:30][N:29]=[C:28]([CH3:32])[CH:27]=5)=[C:20]([O:19][CH3:18])[CH:21]=4)[N:17]=3)[CH:9]=[CH:8][CH:7]=2)=[CH:11][CH:12]=1, predict the reactants needed to synthesize it. The reactants are: Br[C:2]1[N:17]=[C:5]2[C:6]([C:10]3[CH:15]=[CH:14][C:13]([F:16])=[CH:12][CH:11]=3)=[CH:7][CH:8]=[CH:9][N:4]2[N:3]=1.[CH3:18][O:19][C:20]1[CH:21]=[C:22]([NH2:33])[CH:23]=[CH:24][C:25]=1[C:26]1[CH:31]=[CH:30][N:29]=[C:28]([CH3:32])[CH:27]=1.[O-]C1C=CC=CC=1.[Na+].C1(P(C2C=CC=CC=2)C2C3OC4C(=CC=CC=4P(C4C=CC=CC=4)C4C=CC=CC=4)C(C)(C)C=3C=CC=2)C=CC=CC=1. (3) Given the product [Br:1][C:2]1[CH:7]=[CH:6][C:5]([C:8]2[S:9][CH:10]=[CH:11][C:12]=2[NH:13][S:28]([CH:25]([CH3:27])[CH3:26])(=[O:30])=[O:29])=[CH:4][CH:3]=1, predict the reactants needed to synthesize it. The reactants are: [Br:1][C:2]1[CH:7]=[CH:6][C:5]([C:8]2[S:9][CH:10]=[CH:11][C:12]=2[NH2:13])=[CH:4][CH:3]=1.C1CCN2C(=NCCC2)CC1.[CH:25]([S:28](Cl)(=[O:30])=[O:29])([CH3:27])[CH3:26].